This data is from Catalyst prediction with 721,799 reactions and 888 catalyst types from USPTO. The task is: Predict which catalyst facilitates the given reaction. (1) Reactant: [CH3:1][S:2](Cl)(=[O:4])=[O:3].[NH:6]1[CH2:9][CH:8]([CH2:10][O:11][C:12]2[CH:36]=[CH:35][C:34]([C:37]([F:40])([F:39])[F:38])=[CH:33][C:13]=2[C:14](/[N:16]=[C:17]2/[N:18]([CH2:27][C@H:28]3[CH2:32][CH2:31][CH2:30][O:29]3)[N:19]([CH3:26])[C:20]([C:22]([CH3:25])([CH3:24])[CH3:23])=[CH:21]/2)=[O:15])[CH2:7]1.C(N(CC)CC)C. Product: [C:22]([C:20]1[N:19]([CH3:26])[N:18]([CH2:27][C@H:28]2[CH2:32][CH2:31][CH2:30][O:29]2)/[C:17](=[N:16]/[C:14](=[O:15])[C:13]2[CH:33]=[C:34]([C:37]([F:40])([F:39])[F:38])[CH:35]=[CH:36][C:12]=2[O:11][CH2:10][CH:8]2[CH2:9][N:6]([S:2]([CH3:1])(=[O:4])=[O:3])[CH2:7]2)/[CH:21]=1)([CH3:25])([CH3:23])[CH3:24]. The catalyst class is: 1. (2) Reactant: C([O:8][C:9]1[CH:14]=[CH:13][C:12]([CH2:15][CH2:16][NH:17][C:18](=[O:32])[C:19]([C:25]2[CH:30]=[CH:29][C:28]([Cl:31])=[CH:27][CH:26]=2)=[CH:20][O:21][CH:22]([F:24])[F:23])=[CH:11][C:10]=1[O:33][CH3:34])C1C=CC=CC=1.Br.C(O)(=O)C. Product: [Cl:31][C:28]1[CH:29]=[CH:30][C:25]([C:19](=[CH:20][O:21][CH:22]([F:23])[F:24])[C:18]([NH:17][CH2:16][CH2:15][C:12]2[CH:13]=[CH:14][C:9]([OH:8])=[C:10]([O:33][CH3:34])[CH:11]=2)=[O:32])=[CH:26][CH:27]=1. The catalyst class is: 6. (3) Reactant: C(=O)(O)[O-].[Na+].[NH:6]1[CH2:11][CH2:10][CH:9]([OH:12])[CH2:8][CH2:7]1.[N:13]#[C:14]Br.C(=O)([O-])[O-].[Na+].[Na+].[O-]S([O-])(=O)=O.[Mg+2]. Product: [OH:12][CH:9]1[CH2:10][CH2:11][N:6]([C:14]#[N:13])[CH2:7][CH2:8]1. The catalyst class is: 34. (4) Reactant: [C:1]([N:9]([CH2:16][C:17]([F:19])=[CH2:18])[C:10](=[CH2:15])[C:11]([O:13][CH3:14])=[O:12])(=O)C1C=CC=CC=1.C(C1C=CC=CC=1)(=O)C.C(C1C=CC=CC=1)(=O)C1C=CC=CC=1. Product: [F:19][C:17]12[CH2:15][C:10]([C:11]([O:13][CH3:14])=[O:12])([CH2:18]1)[N:9]([CH3:1])[CH2:16]2. The catalyst class is: 48. (5) Product: [CH3:1][O:2][C:3]1[CH:4]=[C:5]2[C:10](=[CH:11][C:12]=1[O:13][CH3:14])[N:9]=[CH:8][CH:7]=[C:6]2[O:15][C:16]1[CH:22]=[CH:21][C:19]([NH:20][C:29](=[O:35])[O:30][C:31]2[C:39]([O:38][CH3:37])=[CH:44][CH:43]=[CH:42][C:41]=2[O:45][CH3:46])=[C:18]([CH3:23])[C:17]=1[CH3:24]. The catalyst class is: 208. Reactant: [CH3:1][O:2][C:3]1[CH:4]=[C:5]2[C:10](=[CH:11][C:12]=1[O:13][CH3:14])[N:9]=[CH:8][CH:7]=[C:6]2[O:15][C:16]1[CH:22]=[CH:21][C:19]([NH2:20])=[C:18]([CH3:23])[C:17]=1[CH3:24].ClC(Cl)(O[C:29](=[O:35])[O:30][C:31](Cl)(Cl)Cl)Cl.[CH3:37][O:38][C:39]1[CH:44]=[CH:43][CH:42]=[C:41]([O:45][CH3:46])C=1O.C(=O)(O)[O-].[Na+]. (6) Reactant: [O:1]1[C:5]2[CH:6]=[CH:7][CH:8]=[CH:9][C:4]=2[N:3]=[C:2]1[CH:10]=CN(C)C.C1C[O:18]CC1.I([O-])(=O)(=O)=O.[Na+]. Product: [O:1]1[C:5]2[CH:6]=[CH:7][CH:8]=[CH:9][C:4]=2[N:3]=[C:2]1[CH:10]=[O:18]. The catalyst class is: 6. (7) Reactant: [Cl:1][C:2]1[C:3]([F:31])=[C:4]([CH:8]2[C:12]([C:15]3[CH:20]=[CH:19][C:18]([Cl:21])=[CH:17][C:16]=3[F:22])([C:13]#[N:14])[CH:11]([CH2:23][C:24]([CH3:27])([CH3:26])[CH3:25])[NH:10][CH:9]2[C:28](O)=[O:29])[CH:5]=[CH:6][CH:7]=1.[NH2:32][C:33]1[CH:38]=[CH:37][N:36]=[C:35]([OH:39])[CH:34]=1.CN(C(ON1N=NC2C=CC=NC1=2)=[N+](C)C)C.F[P-](F)(F)(F)(F)F.CCN(C(C)C)C(C)C. Product: [OH:39][C:35]1[CH:34]=[C:33]([NH:32][C:28]([CH:9]2[CH:8]([C:4]3[CH:5]=[CH:6][CH:7]=[C:2]([Cl:1])[C:3]=3[F:31])[C:12]([C:15]3[CH:20]=[CH:19][C:18]([Cl:21])=[CH:17][C:16]=3[F:22])([C:13]#[N:14])[CH:11]([CH2:23][C:24]([CH3:27])([CH3:26])[CH3:25])[NH:10]2)=[O:29])[CH:38]=[CH:37][N:36]=1. The catalyst class is: 2.